Dataset: Full USPTO retrosynthesis dataset with 1.9M reactions from patents (1976-2016). Task: Predict the reactants needed to synthesize the given product. (1) Given the product [O:18]1[CH:19]=[CH:20][CH:21]=[C:17]1[C:14]1[O:13][C:12]([NH:11][C:6]([C:5]2[CH:9]=[CH:10][C:2]([I:1])=[CH:3][CH:4]=2)=[O:7])=[N:16][N:15]=1, predict the reactants needed to synthesize it. The reactants are: [I:1][C:2]1[CH:10]=[CH:9][C:5]([C:6](Cl)=[O:7])=[CH:4][CH:3]=1.[NH2:11][C:12]1[O:13][C:14]([C:17]2[O:18][CH:19]=[CH:20][CH:21]=2)=[N:15][N:16]=1. (2) Given the product [F:29][C:30]1([F:34])[CH2:33][N:32]([C:16]([C:15]([NH:14][C:12]([C:10]2[CH:9]=[CH:8][C:7]([N:23]3[CH2:24][C:25]([F:28])([F:27])[CH2:26]3)=[C:6]([O:5][CH2:4][CH:1]3[CH2:2][CH2:3]3)[N:11]=2)=[O:13])([CH2:21][CH3:22])[CH2:19][CH3:20])=[O:18])[CH2:31]1, predict the reactants needed to synthesize it. The reactants are: [CH:1]1([CH2:4][O:5][C:6]2[N:11]=[C:10]([C:12]([NH:14][C:15]([CH2:21][CH3:22])([CH2:19][CH3:20])[C:16]([OH:18])=O)=[O:13])[CH:9]=[CH:8][C:7]=2[N:23]2[CH2:26][C:25]([F:28])([F:27])[CH2:24]2)[CH2:3][CH2:2]1.[F:29][C:30]1([F:34])[CH2:33][NH:32][CH2:31]1. (3) Given the product [Cl:1][C:2]1[C:11]2[C:6](=[CH:7][CH:8]=[C:9]([OH:12])[CH:10]=2)[N:5]=[C:4]([N:14]2[CH2:20][CH2:19][CH2:18][C:17]3[CH:21]=[CH:22][CH:23]=[CH:24][C:16]=3[CH2:15]2)[CH:3]=1, predict the reactants needed to synthesize it. The reactants are: [Cl:1][C:2]1[C:11]2[C:6](=[CH:7][CH:8]=[C:9]([O:12]C)[CH:10]=2)[N:5]=[C:4]([N:14]2[CH2:20][CH2:19][CH2:18][C:17]3[CH:21]=[CH:22][CH:23]=[CH:24][C:16]=3[CH2:15]2)[CH:3]=1.B(Br)(Br)Br. (4) Given the product [C:20]([O:10][CH2:9][C@H:8]1[O:7][C@@H:6]([N:11]2[CH:19]=[C:17]([CH3:18])[C:15](=[O:16])[NH:14][C:12]2=[O:13])[CH2:5][C@@H:4]1[N:1]=[N+:2]=[N-:3])(=[O:22])[CH3:21], predict the reactants needed to synthesize it. The reactants are: [N:1]([C@@H:4]1[C@@H:8]([CH2:9][OH:10])[O:7][C@@H:6]([N:11]2[CH:19]=[C:17]([CH3:18])[C:15](=[O:16])[NH:14][C:12]2=[O:13])[CH2:5]1)=[N+:2]=[N-:3].[C:20](OC(=O)C)(=[O:22])[CH3:21].CO.